This data is from Forward reaction prediction with 1.9M reactions from USPTO patents (1976-2016). The task is: Predict the product of the given reaction. (1) Given the reactants [F:1][C:2]([F:33])([F:32])[C:3]1([CH2:7][N:8]2[CH2:13][CH2:12][CH:11]([CH2:14][NH:15][C:16]3[CH:21]=[CH:20][C:19]([C:22]4[CH:27]=[CH:26][C:25]([C:28]([O:30]C)=[O:29])=[CH:24][CH:23]=4)=[CH:18][CH:17]=3)[CH2:10][CH2:9]2)[CH2:6][CH2:5][CH2:4]1.O[Li].O, predict the reaction product. The product is: [F:33][C:2]([F:1])([F:32])[C:3]1([CH2:7][N:8]2[CH2:13][CH2:12][CH:11]([CH2:14][NH:15][C:16]3[CH:21]=[CH:20][C:19]([C:22]4[CH:23]=[CH:24][C:25]([C:28]([OH:30])=[O:29])=[CH:26][CH:27]=4)=[CH:18][CH:17]=3)[CH2:10][CH2:9]2)[CH2:6][CH2:5][CH2:4]1. (2) The product is: [Br:53][C:54]1[CH:55]=[N:56][N:57]([CH3:61])[C:58]=1[CH2:59][N:35]1[CH2:36][CH:37]([C:44]2[CH:49]=[C:48]([F:50])[CH:47]=[C:46]([F:51])[C:45]=2[F:52])[CH2:38][C:39]1=[O:41]. Given the reactants CC1C(CN2CC(C3C=C(F)C=C(F)C=3F)CC2=O)=C(C)N(S(C2C=CC(C)=CC=2)(=O)=O)N=1.Cl.[NH2:35][CH2:36][CH:37]([C:44]1[CH:49]=[C:48]([F:50])[CH:47]=[C:46]([F:51])[C:45]=1[F:52])[CH2:38][C:39]([O:41]CC)=O.[Br:53][C:54]1[CH:55]=[N:56][N:57]([CH3:61])[C:58]=1[CH:59]=O, predict the reaction product. (3) The product is: [CH3:31][C:32]([CH3:62])([CH2:37][CH2:38][C:39]1[S:40][C:41]([C:44]2[CH:45]=[CH:46][C:47]([NH:50][C:51]([NH:53][CH2:54][CH2:55][N:56]3[CH2:61][CH2:60][CH2:59][CH2:58][CH2:57]3)=[O:52])=[CH:48][CH:49]=2)=[CH:42][N:43]=1)[C:33]([OH:35])=[O:34]. Given the reactants FC(F)(F)C1C=C(NC(=O)NC2C=CC(C3SC(CCC(O)=O)=NC=3)=CC=2)C=CC=1.[CH3:31][C:32]([CH3:62])([CH2:37][CH2:38][C:39]1[S:40][C:41]([C:44]2[CH:49]=[CH:48][C:47]([NH:50][C:51]([NH:53][CH2:54][CH2:55][N:56]3[CH2:61][CH2:60][CH2:59][CH2:58][CH2:57]3)=[O:52])=[CH:46][CH:45]=2)=[CH:42][N:43]=1)[C:33]([O:35]C)=[O:34], predict the reaction product. (4) Given the reactants [OH:1][C:2]1[CH:7]=[CH:6][C:5]([CH2:8][CH2:9][C:10]([OH:12])=[O:11])=[CH:4][CH:3]=1.C1N2CN3CN(C2)CN1C3.FC(F)(F)[C:25](O)=[O:26], predict the reaction product. The product is: [CH:25]([C:7]1[CH:6]=[C:5]([CH2:8][CH2:9][C:10]([OH:12])=[O:11])[CH:4]=[CH:3][C:2]=1[OH:1])=[O:26]. (5) Given the reactants [CH3:1][NH2:2].C[O:4][C:5]([C@@H:7]1[O:11][C:10](=[O:12])[N:9]([C:13]2[CH:14]=[C:15]3[C:19](=[CH:20][CH:21]=2)[N:18]([CH:22]([CH2:24][CH3:25])[CH3:23])[C:17](=[O:26])[CH2:16]3)[CH2:8]1)=O, predict the reaction product. The product is: [CH3:1][NH:2][C:5]([C@@H:7]1[O:11][C:10](=[O:12])[N:9]([C:13]2[CH:14]=[C:15]3[C:19](=[CH:20][CH:21]=2)[N:18]([CH:22]([CH2:24][CH3:25])[CH3:23])[C:17](=[O:26])[CH2:16]3)[CH2:8]1)=[O:4]. (6) Given the reactants [C:1]([NH:4][C:5]1[C:21]([N+:22]([O-])=O)=[CH:20][C:8]([O:9][CH2:10][CH2:11][C:12]([CH3:19])([CH3:18])[C:13]([O:15][CH2:16][CH3:17])=[O:14])=[CH:7][C:6]=1[CH3:25])(=O)[CH3:2], predict the reaction product. The product is: [CH3:2][C:1]1[NH:22][C:21]2[CH:20]=[C:8]([O:9][CH2:10][CH2:11][C:12]([CH3:19])([CH3:18])[C:13]([O:15][CH2:16][CH3:17])=[O:14])[CH:7]=[C:6]([CH3:25])[C:5]=2[N:4]=1. (7) Given the reactants [Br:1][C:2]1[N:3]=[C:4]([NH:24][C:25](=[O:31])OC(C)(C)C)[S:5][C:6]=1[C:7](=O)[NH:8][C:9]1[CH:14]=[CH:13][N:12]=[CH:11][C:10]=1[S:15]C(=S)N(CC)CC.C(O)(C(F)(F)F)=O.C(Cl)Cl.C(N(CC)C(SC1C=NC=CC=1NC(C1SC(N)=NC=1Br)=O)=S)C.C(O)=O, predict the reaction product. The product is: [Br:1][C:2]1[N:3]=[C:4]([NH:24][CH:25]=[O:31])[S:5][C:6]=1[C:7]1[S:15][C:10]2[CH:11]=[N:12][CH:13]=[CH:14][C:9]=2[N:8]=1.